From a dataset of Reaction yield outcomes from USPTO patents with 853,638 reactions. Predict the reaction yield, written as a fraction of the theoretical maximum amount of product (1.0 means a 100% yield; for example, 0.34 means a 34% yield). (1) The reactants are C([O:3][C:4]([CH2:6][CH2:7][C:8]1[C:9]([C:20]2[CH:25]=[CH:24][N:23]=[CH:22][CH:21]=2)=[C:10]([C:13]2[CH:18]=[CH:17][C:16]([F:19])=[CH:15][CH:14]=2)[NH:11][CH:12]=1)=O)C.[H-].[Al+3].[Li+].[H-].[H-].[H-]. No catalyst specified. The product is [F:19][C:16]1[CH:15]=[CH:14][C:13]([C:10]2[NH:11][CH:12]=[C:8]([CH2:7][CH2:6][CH2:4][OH:3])[C:9]=2[C:20]2[CH:25]=[CH:24][N:23]=[CH:22][CH:21]=2)=[CH:18][CH:17]=1. The yield is 0.910. (2) The product is [Cl:1][C:2]1[CH:3]=[C:4]2[C:8](=[CH:9][CH:10]=1)[NH:7][CH:6]=[C:5]2[CH2:11][C:15]#[N:16]. The reactants are [Cl:1][C:2]1[CH:3]=[C:4]2[C:8](=[CH:9][CH:10]=1)[NH:7][CH:6]=[C:5]2[CH2:11]N(C)C.[C-:15]#[N:16].[K+]. The yield is 0.630. The catalyst is CN(C)C=O.O. (3) The reactants are C1(S(O)(=O)=O)C=CC=CC=1.C(OC([NH:18][CH2:19][C@:20]1([CH2:28][C:29]([OH:31])=[O:30])[CH2:26][C@@H:25]2[C@H:21]1[CH:22]=[C:23]([CH3:27])[CH2:24]2)=O)(C)(C)C.C(N(CC)CC)C. The catalyst is C(Cl)Cl. The product is [NH2:18][CH2:19][C@:20]1([CH2:28][C:29]([OH:31])=[O:30])[CH2:26][C@@H:25]2[C@H:21]1[CH:22]=[C:23]([CH3:27])[CH2:24]2. The yield is 0.770. (4) The reactants are [CH3:1][N:2]1[C:10]2[C:5](=[CH:6][CH:7]=[CH:8][C:9]=2[CH3:11])[CH:4]=[CH:3]1.CN(CCN(C)C)C.C([Li])CCC.CN([CH:28]=[O:29])C.[NH4+].[Cl-]. The catalyst is C(OCC)C. The product is [CH3:1][N:2]1[C:10]2[C:5](=[CH:6][CH:7]=[CH:8][C:9]=2[CH3:11])[CH:4]=[C:3]1[CH:28]=[O:29]. The yield is 0.460. (5) The reactants are Cl[C:2]1[CH:7]=[CH:6][C:5]([CH2:8][CH2:9][C:10]2[N:11]([CH3:36])[C:12]([C:15]3[CH:20]=[CH:19][N:18]=[C:17]([NH:21][C:22]4[CH:27]=[CH:26][C:25]([S:28](=[O:35])(=[O:34])[NH:29][CH2:30][CH2:31][O:32][CH3:33])=[CH:24][CH:23]=4)[N:16]=3)=[CH:13][N:14]=2)=[CH:4][CH:3]=1.C(N(CC)CC)C.CCOC(C)=O. The catalyst is C(O)C.[Pd]. The product is [CH2:9]([C:10]1[N:11]([CH3:36])[C:12]([C:15]2[CH:20]=[CH:19][N:18]=[C:17]([NH:21][C:22]3[CH:27]=[CH:26][C:25]([S:28](=[O:35])(=[O:34])[NH:29][CH2:30][CH2:31][O:32][CH3:33])=[CH:24][CH:23]=3)[N:16]=2)=[CH:13][N:14]=1)[CH2:8][C:5]1[CH:6]=[CH:7][CH:2]=[CH:3][CH:4]=1. The yield is 0.630. (6) The reactants are [CH3:1][O:2][C:3]1[CH:25]=[CH:24][C:6]([CH2:7][S:8][CH2:9][C:10]([N:12]2[C@@H:16]([C:17]3[CH:22]=[CH:21][CH:20]=[CH:19][CH:18]=3)[CH2:15][O:14][C:13]2=[O:23])=[O:11])=[CH:5][CH:4]=1.[F:26][C:27]1[CH:32]=[CH:31][C:30]([N:33]=[CH:34][C:35]2[CH:49]=[CH:48][C:38]([O:39][CH2:40][C:41]([O:43][C:44]([CH3:47])([CH3:46])[CH3:45])=[O:42])=[CH:37][CH:36]=2)=[CH:29][CH:28]=1.C(N(C(C)C)C(C)C)C.C(O)(C)C. The catalyst is C(Cl)Cl.Cl[Ti](Cl)(Cl)Cl.CC([O-])C.CC([O-])C.CC([O-])C.CC([O-])C.[Ti+4].O. The product is [F:26][C:27]1[CH:28]=[CH:29][C:30]([NH:33][C@H:34]([C:35]2[CH:49]=[CH:48][C:38]([O:39][CH2:40][C:41]([O:43][C:44]([CH3:46])([CH3:47])[CH3:45])=[O:42])=[CH:37][CH:36]=2)[CH:9]([S:8][CH2:7][C:6]2[CH:5]=[CH:4][C:3]([O:2][CH3:1])=[CH:25][CH:24]=2)[C:10](=[O:11])[N:12]2[C@@H:16]([C:17]3[CH:18]=[CH:19][CH:20]=[CH:21][CH:22]=3)[CH2:15][O:14][C:13]2=[O:23])=[CH:31][CH:32]=1. The yield is 0.260.